From a dataset of Forward reaction prediction with 1.9M reactions from USPTO patents (1976-2016). Predict the product of the given reaction. Given the reactants [Cl:1][C:2]1[CH:7]=[C:6]([C:8]#[C:9][C:10]2[N:11]=[C:12]([CH3:15])[NH:13][CH:14]=2)[CH:5]=[CH:4][N:3]=1.[Cl:16][C:17]1[CH:18]=[C:19](B(O)O)[CH:20]=[CH:21][C:22]=1[F:23], predict the reaction product. The product is: [Cl:1][C:2]1[CH:7]=[C:6]([C:8]#[C:9][C:10]2[N:11]=[C:12]([CH3:15])[N:13]([C:19]3[CH:20]=[CH:21][C:22]([F:23])=[C:17]([Cl:16])[CH:18]=3)[CH:14]=2)[CH:5]=[CH:4][N:3]=1.